From a dataset of Full USPTO retrosynthesis dataset with 1.9M reactions from patents (1976-2016). Predict the reactants needed to synthesize the given product. (1) Given the product [C:1]1([C:7]2[CH:11]=[C:10]([NH:12][C:13]([N:35]3[CH2:36][CH2:37][N:32]([C:30]4[S:29][N:28]=[C:27]([C:21]5[CH:26]=[CH:25][CH:24]=[CH:23][CH:22]=5)[N:31]=4)[CH2:33][CH2:34]3)=[O:20])[O:9][N:8]=2)[CH:2]=[CH:3][CH:4]=[CH:5][CH:6]=1, predict the reactants needed to synthesize it. The reactants are: [C:1]1([C:7]2[CH:11]=[C:10]([NH:12][C:13](=[O:20])OCC(Cl)(Cl)Cl)[O:9][N:8]=2)[CH:6]=[CH:5][CH:4]=[CH:3][CH:2]=1.[C:21]1([C:27]2[N:31]=[C:30]([N:32]3[CH2:37][CH2:36][NH:35][CH2:34][CH2:33]3)[S:29][N:28]=2)[CH:26]=[CH:25][CH:24]=[CH:23][CH:22]=1.CS(C)=O. (2) Given the product [C:36]([O:35][C:33]([CH2:32][O:15][N:14]=[C:12]([CH2:11][O:10][CH2:9][CH2:8][CH2:7][CH2:6][CH2:5][O:4][C:3]1[C:2]([Cl:1])=[CH:19][C:18]([O:20][CH2:21][CH:22]=[C:23]([Cl:25])[Cl:24])=[CH:17][C:16]=1[Cl:26])[CH3:13])=[O:34])([CH3:39])([CH3:38])[CH3:37], predict the reactants needed to synthesize it. The reactants are: [Cl:1][C:2]1[CH:19]=[C:18]([O:20][CH2:21][CH:22]=[C:23]([Cl:25])[Cl:24])[CH:17]=[C:16]([Cl:26])[C:3]=1[O:4][CH2:5][CH2:6][CH2:7][CH2:8][CH2:9][O:10][CH2:11][C:12](=[N:14][OH:15])[CH3:13].[H-].[Na+].[H][H].Br[CH2:32][C:33]([O:35][C:36]([CH3:39])([CH3:38])[CH3:37])=[O:34].Cl.